From a dataset of Reaction yield outcomes from USPTO patents with 853,638 reactions. Predict the reaction yield, written as a fraction of the theoretical maximum amount of product (1.0 means a 100% yield; for example, 0.34 means a 34% yield). (1) The reactants are [CH:1]12[CH2:10][CH:5]3[CH2:6][CH:7]([CH2:9][CH:3]([CH2:4]3)[C:2]1=[O:11])[CH2:8]2.[CH2:12]([Li])[CH3:13].[C:15](Cl)(=[O:19])[C:16]([CH3:18])=[CH2:17]. The yield is 0.600. The product is [C:15]([O:11][C:2]1([CH2:12][CH3:13])[CH:3]2[CH2:9][CH:7]3[CH2:6][CH:5]([CH2:10][CH:1]1[CH2:8]3)[CH2:4]2)(=[O:19])[C:16]([CH3:18])=[CH2:17]. The catalyst is C(OCC)C. (2) The reactants are Br[C:2]1[CH:11]=[CH:10][C:5]([O:6][CH2:7][CH2:8][OH:9])=[CH:4][CH:3]=1.CC1(C)COB(B2OCC(C)(C)CO2)OC1.C([O-])(=O)C.[K+].Br[C:34]1[CH:35]=[C:36]2[C:40](=[CH:41][C:42]=1[Cl:43])[NH:39][N:38]=[C:37]2[C:44]([OH:46])=[O:45].C(=O)([O-])[O-].[K+].[K+].Cl. The yield is 0.150. The catalyst is O1CCOCC1.C1C=CC(P(C2C=CC=CC=2)[C-]2C=CC=C2)=CC=1.C1C=CC(P(C2C=CC=CC=2)[C-]2C=CC=C2)=CC=1.Cl[Pd]Cl.[Fe+2].O.CCO. The product is [Cl:43][C:42]1[CH:41]=[C:40]2[C:36]([C:37]([C:44]([OH:46])=[O:45])=[N:38][NH:39]2)=[CH:35][C:34]=1[C:2]1[CH:11]=[CH:10][C:5]([O:6][CH2:7][CH2:8][OH:9])=[CH:4][CH:3]=1.